Dataset: Peptide-MHC class II binding affinity with 134,281 pairs from IEDB. Task: Regression. Given a peptide amino acid sequence and an MHC pseudo amino acid sequence, predict their binding affinity value. This is MHC class II binding data. (1) The peptide sequence is YDKFKANVSTVLTGK. The MHC is DRB1_0101 with pseudo-sequence DRB1_0101. The binding affinity (normalized) is 0.756. (2) The peptide sequence is TSDLLTNSVIIMAYV. The MHC is DRB1_0101 with pseudo-sequence DRB1_0101. The binding affinity (normalized) is 0.806. (3) The peptide sequence is ERKLHQQGRCRTCVY. The MHC is HLA-DQA10201-DQB10402 with pseudo-sequence HLA-DQA10201-DQB10402. The binding affinity (normalized) is 0. (4) The binding affinity (normalized) is 0.693. The MHC is DRB5_0101 with pseudo-sequence DRB5_0101. The peptide sequence is LTYQNKVVKVQRPTPKG. (5) The peptide sequence is SQDLELAWNLNGLQAY. The MHC is HLA-DQA10301-DQB10302 with pseudo-sequence HLA-DQA10301-DQB10302. The binding affinity (normalized) is 0.549. (6) The peptide sequence is SQDLELSWNLNGLYAY. The MHC is DRB1_0401 with pseudo-sequence DRB1_0401. The binding affinity (normalized) is 0.674. (7) The peptide sequence is ETVEKIVDQYREPVK. The MHC is H-2-IAb with pseudo-sequence H-2-IAb. The binding affinity (normalized) is 0.268.